This data is from Full USPTO retrosynthesis dataset with 1.9M reactions from patents (1976-2016). The task is: Predict the reactants needed to synthesize the given product. (1) The reactants are: C(NC(C)C)(C)C.C([Li])CCC.[Br:13][C:14]1[CH:19]=[CH:18][CH:17]=[CH:16][C:15]=1[F:20].[Li].[C:22](=[O:24])=[O:23]. Given the product [Br:13][C:14]1[C:15]([F:20])=[C:16]([CH:17]=[CH:18][CH:19]=1)[C:22]([OH:24])=[O:23], predict the reactants needed to synthesize it. (2) Given the product [N:1]1[CH:6]=[CH:5][CH:4]=[C:3]([C:7]2[N:16]=[CH:15][C:14]3[C:9](=[C:10]([C:17]([NH:25][C:21]4[S:20][CH:24]=[CH:23][N:22]=4)=[O:19])[CH:11]=[CH:12][CH:13]=3)[N:8]=2)[CH:2]=1, predict the reactants needed to synthesize it. The reactants are: [N:1]1[CH:6]=[CH:5][CH:4]=[C:3]([C:7]2[N:16]=[CH:15][C:14]3[C:9](=[C:10]([C:17]([OH:19])=O)[CH:11]=[CH:12][CH:13]=3)[N:8]=2)[CH:2]=1.[S:20]1[CH:24]=[CH:23][N:22]=[C:21]1[NH2:25].CN(C(ON1N=NC2C=CC=NC1=2)=[N+](C)C)C.F[P-](F)(F)(F)(F)F.CCN(C(C)C)C(C)C. (3) Given the product [CH3:1][O:2][C:3]1[CH:14]=[C:13]2[C:6](=[CH:5][CH:4]=1)[NH:7][CH:8]=[C:9]2[CH2:10][CH2:11][NH:12][CH2:23][C:22]1[CH:25]=[CH:26][CH:27]=[C:20]([O:19][CH2:18][CH2:17][C:16]([F:15])([F:29])[F:28])[CH:21]=1, predict the reactants needed to synthesize it. The reactants are: [CH3:1][O:2][C:3]1[CH:14]=[C:13]2[C:6]([NH:7][CH:8]=[C:9]2[CH2:10][CH2:11][NH2:12])=[CH:5][CH:4]=1.[F:15][C:16]([F:29])([F:28])[CH2:17][CH2:18][O:19][C:20]1[CH:21]=[C:22]([CH:25]=[CH:26][CH:27]=1)[CH:23]=O.FC1C(OC)=C(F)C=C2C=1C=CN2C.[BH4-].[Na+]. (4) The reactants are: [NH2:1][C:2]1[CH:3]=[C:4]([CH:14]=[CH:15][C:16]=1[O:17][CH3:18])[C:5]([NH:7][C:8]1[CH:13]=[CH:12][CH:11]=[CH:10][CH:9]=1)=[O:6].[Cl:19][C:20]1[CH:21]=[C:22]([N:27]=[C:28]=[S:29])[CH:23]=[C:24]([Cl:26])[CH:25]=1. Given the product [Cl:19][C:20]1[CH:21]=[C:22]([NH:27][C:28](=[S:29])[NH:1][C:2]2[CH:3]=[C:4]([CH:14]=[CH:15][C:16]=2[O:17][CH3:18])[C:5]([NH:7][C:8]2[CH:13]=[CH:12][CH:11]=[CH:10][CH:9]=2)=[O:6])[CH:23]=[C:24]([Cl:26])[CH:25]=1, predict the reactants needed to synthesize it.